This data is from Catalyst prediction with 721,799 reactions and 888 catalyst types from USPTO. The task is: Predict which catalyst facilitates the given reaction. (1) Reactant: Br[C:2]1[CH:3]=[N:4][CH:5]=[C:6]2[C:11]=1[N:10]=[C:9]([C:12]([NH:14][CH2:15][C:16]1[CH:21]=[CH:20][N:19]=[CH:18][CH:17]=1)=[O:13])[CH:8]=[CH:7]2.[Cl:22][C:23]1[CH:28]=[CH:27][CH:26]=[CH:25][C:24]=1B(O)O.C(=O)([O-])[O-].[Cs+].[Cs+]. Product: [Cl:22][C:23]1[CH:28]=[CH:27][CH:26]=[CH:25][C:24]=1[C:2]1[CH:3]=[N:4][CH:5]=[C:6]2[C:11]=1[N:10]=[C:9]([C:12]([NH:14][CH2:15][C:16]1[CH:21]=[CH:20][N:19]=[CH:18][CH:17]=1)=[O:13])[CH:8]=[CH:7]2. The catalyst class is: 688. (2) Reactant: [N+:1]([C:4]1[CH:9]=[CH:8][CH:7]=[CH:6][C:5]=1[S:10]([NH:13][CH2:14][CH2:15][NH:16][C:17](=[O:23])[O:18][C:19]([CH3:22])([CH3:21])[CH3:20])(=[O:12])=[O:11])([O-:3])=[O:2].[CH:24](O)([CH3:26])[CH3:25].C1(P(C2C=CC=CC=2)C2C=CC=CC=2)C=CC=CC=1.N(C(OC(C)C)=O)=NC(OC(C)C)=O.C1(C)C=CC=CC=1. Product: [CH:24]([N:13]([S:10]([C:5]1[CH:6]=[CH:7][CH:8]=[CH:9][C:4]=1[N+:1]([O-:3])=[O:2])(=[O:12])=[O:11])[CH2:14][CH2:15][NH:16][C:17](=[O:23])[O:18][C:19]([CH3:20])([CH3:22])[CH3:21])([CH3:26])[CH3:25]. The catalyst class is: 7. (3) Reactant: [C:1]([O:5][C:6]([NH:8][C@H:9]([C:18]([O:20][C:21]([CH3:24])([CH3:23])[CH3:22])=[O:19])[CH2:10][CH2:11][CH2:12]OS(C)(=O)=O)=[O:7])([CH3:4])([CH3:3])[CH3:2].[NH2:25][CH2:26][CH2:27][NH:28][C:29](=[O:35])[O:30][C:31]([CH3:34])([CH3:33])[CH3:32].C(=O)([O-])[O-].[K+].[K+]. Product: [C:1]([O:5][C:6]([NH:8][C@H:9]([C:18]([O:20][C:21]([CH3:24])([CH3:23])[CH3:22])=[O:19])[CH2:10][CH2:11][CH2:12][NH:25][CH2:26][CH2:27][NH:28][C:29]([O:30][C:31]([CH3:34])([CH3:33])[CH3:32])=[O:35])=[O:7])([CH3:4])([CH3:3])[CH3:2]. The catalyst class is: 10.